Predict the reaction yield, written as a fraction of the theoretical maximum amount of product (1.0 means a 100% yield; for example, 0.34 means a 34% yield). From a dataset of Reaction yield outcomes from USPTO patents with 853,638 reactions. (1) The reactants are [ClH:1].[CH3:2][CH:3]([CH3:34])[CH:4]([NH:11][C:12]1[CH:13]=[C:14]([N:21]2[CH2:26][CH2:25][N:24](C(OC(C)(C)C)=O)[CH2:23][CH2:22]2)[CH:15]=[CH:16][C:17]=1[N+:18]([O-:20])=[O:19])[C:5]1[CH:10]=[CH:9][CH:8]=[CH:7][CH:6]=1. The catalyst is C(OCC)C.ClCCl. The product is [ClH:1].[CH3:2][CH:3]([CH3:34])[CH:4]([NH:11][C:12]1[CH:13]=[C:14]([N:21]2[CH2:26][CH2:25][NH:24][CH2:23][CH2:22]2)[CH:15]=[CH:16][C:17]=1[N+:18]([O-:20])=[O:19])[C:5]1[CH:6]=[CH:7][CH:8]=[CH:9][CH:10]=1. The yield is 0.530. (2) The reactants are [Cl:1][C:2]1[CH:22]=[C:21]([Cl:23])[CH:20]=[CH:19][C:3]=1[CH2:4][CH:5]1[CH2:9][CH2:8][N:7]([C:10]2([CH3:17])[CH2:15][CH2:14][CH:13]([OH:16])[CH2:12][CH2:11]2)[C:6]1=[O:18].CCN(CC)CC.[N+:31]([C:34]1[CH:42]=[CH:41][C:37]([C:38](Cl)=[O:39])=[CH:36][CH:35]=1)([O-:33])=[O:32]. The catalyst is C(Cl)Cl. The product is [N+:31]([C:34]1[CH:35]=[CH:36][C:37]([C:38]([O:16][CH:13]2[CH2:14][CH2:15][C:10]([N:7]3[CH2:8][CH2:9][CH:5]([CH2:4][C:3]4[CH:19]=[CH:20][C:21]([Cl:23])=[CH:22][C:2]=4[Cl:1])[C:6]3=[O:18])([CH3:17])[CH2:11][CH2:12]2)=[O:39])=[CH:41][CH:42]=1)([O-:33])=[O:32]. The yield is 0.540.